Dataset: Catalyst prediction with 721,799 reactions and 888 catalyst types from USPTO. Task: Predict which catalyst facilitates the given reaction. (1) Reactant: Br[C:2]1[S:3][CH:4]=[C:5]([C:7]2[CH:12]=[CH:11][C:10]([Br:13])=[CH:9][CH:8]=2)[N:6]=1.[NH2:14][C@@H:15]([CH3:18])[CH2:16][OH:17]. Product: [Br:13][C:10]1[CH:11]=[CH:12][C:7]([C:5]2[N:6]=[C:2]([NH:14][C@@H:15]([CH3:18])[CH2:16][OH:17])[S:3][CH:4]=2)=[CH:8][CH:9]=1. The catalyst class is: 2. (2) The catalyst class is: 12. Reactant: [C:1]([O:5][C:6](=[O:31])[NH:7][C:8]1[C:21]2[CH2:20][C:19]3[C:14](=[CH:15][CH:16]=[CH:17][CH:18]=3)[S:13][C:12]=2[C:11](B2OC(C)(C)C(C)(C)O2)=[CH:10][CH:9]=1)([CH3:4])([CH3:3])[CH3:2].Cl[C:33]1[O:34][C:35]([N:40]2[CH2:45][CH2:44][O:43][CH2:42][CH2:41]2)=[CH:36][C:37](=[O:39])[CH:38]=1.C([O-])([O-])=O.[K+].[K+]. Product: [C:1]([O:5][C:6](=[O:31])[NH:7][C:8]1[C:21]2[CH2:20][C:19]3[C:14](=[CH:15][CH:16]=[CH:17][CH:18]=3)[S:13][C:12]=2[C:11]([C:33]2[O:34][C:35]([N:40]3[CH2:41][CH2:42][O:43][CH2:44][CH2:45]3)=[CH:36][C:37](=[O:39])[CH:38]=2)=[CH:10][CH:9]=1)([CH3:2])([CH3:3])[CH3:4].